Dataset: Drug-target binding data from BindingDB using Ki measurements. Task: Regression. Given a target protein amino acid sequence and a drug SMILES string, predict the binding affinity score between them. We predict pKi (pKi = -log10(Ki in M); higher means stronger inhibition). Dataset: bindingdb_ki. (1) The pKi is 2.5. The target protein (P00962) has sequence MSEAEARPTNFIRQIIDEDLASGKHTTVHTRFPPEPNGYLHIGHAKSICLNFGIAQDYKGQCNLRFDDTNPVKEDIEYVESIKNDVEWLGFHWSGNVRYSSDYFDQLHAYAIELINKGLAYVDELTPEQIREYRGTLTQPGKNSPYRDRSVEENLALFEKMRAGGFEEGKACLRAKIDMASPFIVMRDPVLYRIKFAEHHQTGNKWCIYPMYDFTHCISDALEGITHSLCTLEFQDNRRLYDWVLDNITIPVHPRQYEFSRLNLEYTVMSKRKLNLLVTDKHVEGWDDPRMPTISGLRRRGYTAASIREFCKRIGVTKQDNTIEMASLESCIREDLNENAPRAMAVIDPVKLVIENYQGEGEMVTMPNHPNKPEMGSRQVPFSGEIWIDRADFREEANKQYKRLVLGKEVRLRNAYVIKAERVEKDAEGNITTIFCTYDADTLSKDPADGRKVKGVIHWVSAAHALPVEIRLYDRLFSVPNPGAADDFLSVINPESLVIK.... The compound is Nc1ncnc2c1ncn2[C@@H]1O[C@H](COP(=O)(O)CC(=O)[C@@H](N)CCC(=O)O)[C@@H](O)[C@H]1O. (2) The compound is CCC(C)C(NC(=O)C(C)NC(=O)C(Cc1cnc[nH]1)NC(=O)C1CCCN1C(=O)CNC(=O)C(CC(C)C)NC(=O)C(CC(C)C)NC(=O)C(Cc1ccc(O)cc1)NC(=O)CNC(=O)C(C)NC(=O)C(CO)NC(=O)C(CC(N)=O)NC(=O)C(CC(C)C)NC(=O)C(NC(=O)[C@H](Cc1c[nH]c2ccccc12)NC(=O)CN)C(C)O)C(=O)NC(CC(=O)O)C(=O)NC(CC(N)=O)C(=O)NC(Cc1cnc[nH]1)C(=O)NC(CCCN=C(N)N)C(=O)NC(CO)C(=O)NC(Cc1ccccc1)C(=O)NC(CO)C(=O)NC(CC(=O)O)C(=O)NC(CCCCN)C(=O)NC(Cc1cnc[nH]1)C(=O)NCC(=O)NC(CC(C)C)C(N)=O. The target protein (O08726) has sequence MNGSGSQGAENTSQEGGSGGWQPEAVLVPLFFALIFLVGTVGNALVLAVLLRGGQAVSTTNLFILNLGVADLCFILCCVPFQATIYTLDDWVFGSLLCKAVHFLIFLTMHASSFTLAAVSLDRYLAIRYPLHSRELRTPRNALAAIGLIWGLALLFSGPYLSYYRQSQLANLTVCHPAWSAPRRRAMDLCTFVFSYLLPVLVLSLTYARTLRYLWRTVDPVTAGSGSQRAKRKVTRMIIIVAVLFCLCWMPHHALILCVWFGRFPLTRATYALRILSHLVSYANSCVNPIVYALVSKHFRKGFRKICAGLLRPAPRRASGRVSILAPGNHSGSMLEQESTDLTQVSEAAGPLVPPPALPNCTASSRTLDPAC. The pKi is 8.2. (3) The small molecule is O=C(O)C[C@@](O)(C(=O)O)[C@H](S)C(=O)O. The target protein (P16638) has sequence MSAKAISEQTGKELLYKYICTTSAIQNRFKYARVTPDTDWAHLLQDHPWLLSQSLVVKPDQLIKRRGKLGLVGVNLSLDGVKSWLKPRLGHEATVGKAKGFLKNFLIEPFVPHSQAEEFYVCIYATREGDYVLFHHEGGVDVGDVDTKAQKLLVGVDEKLNAEDIKRHLLVHAPEDKKEILASFISGLFNFYEDLYFTYLEINPLVVTKDGVYILDLAAKVDATADYICKVKWGDIEFPPPFGREAYPEEAYIADLDAKSGASLKLTLLNPKGRIWTMVAGGGASVVYSDTICDLGGVNELANYGEYSGAPSEQQTYDYAKTILSLMTREKHPDGKILIIGGSIANFTNVAATFKGIVRAIRDYQGSLKEHEVTIFVRRGGPNYQEGLRVMGEVGKTTGIPIHVFGTETHMTAIVGMAWAPAIPNQPPTAAHTANFLLNASGSTSTPAPSRTASFSESRADEVAPAKKAKPAMPQDSVPSPRSLQGKSATLFSRHTKAIV.... The pKi is 4.2. (4) The small molecule is O=C([C@H](O)COP(=O)(O)O)[C@H](O)C(O)COP(=O)(O)O. The target protein sequence is MSKIFDFVKPGVITGDDVQKVFAVAKENNFALPAVNCVGTDSINAVLETAAKVRAPVIVQFSNGGAAFIAGKGVKTDAPQGAAILGAISGAHHVHQMAEHYGVPVILHTDHCAKKLLPWLDGLLDAGEKHFAATGKPLFSSHMIDLSEESLEENIEICSKYLTRMSKIGMTLEIELGCTGGEEDGVDNSHMDASSLYTQPQDVDYAYEKLNAISPRFTIAASFGNVHGVYKPGNVKLTPTILRDSQDYVSKKHNLPHNSLNFVFHGGSGSTAEEIKEAVSYGVVKMNIDTDTQWATWEGILNYYKKNEGYLQGQLGNPEGADKPNKKYYDPRVWLRAAQVTMITRLELAFKELNAIDVL. The pKi is 4.3. (5) The drug is COc1ccccc1N1CCN(CCCCn2ncc(=O)n(C)c2=O)CC1. The target protein sequence is MPVRRGHVAPQNTFLDTIIRKFEGQSRKFIIANARVENCAVIYCNDGFCELCGYSRAEVMQRPCTCDFLHGPRTQRRAAAQIAQALLGAEERKVEIAFYRKDGSCFLCLVDVVPVKNEDGAVIMFILNFEVVMEKGLVGSPARDTNHRAPPTSWLAAGRAKTFRLKLPALLALTARASSVRPGSAGGAGAPGAVVVDVDLTPAAPSSESLALDEVTAMDNHVAGRAAEERRALVGPGSPPPPPPPPPLPACVPGPHPSPRAHSLNPDASGSSCSLARTRSRESCASVRRASSADDIEAMRTGALPPPPPRHASTGAMHPLRSGLLNSTSDSDLVRYRTISKIPQITLNFVDLKGDPFLASPTSDREIIAPKIKERTHNVTEKVTQVLSLGADVLPEYKLQAPRIHRWTILHYSPFKAVWDWLILLLVIYTAVFTPYSAAFLLKETEEAPLAPDCGYACQPLAVVDLIVDIMFIVDILINFRTTYVNANEEVVSHPGRIAV.... The pKi is 5.0. (6) The small molecule is CC(C)=CCN1CCC2(C)c3c(ccc(O)c3Cl)CC1C2C. The target protein (Q9R0C9) has sequence MPWAVGRRWAWITLFLTIVAVLIQAVWLWLGTQSFVFQREEIAQLARQYAGLDHELAFSRLIVELRRLHPGHVLPDEELQWVFVNAGGWMGAMCLLHASLSEYVLLFGTALGSHGHSGRYWAEISDTIISGTFHQWREGTTKSEVYYPGETVVHGPGEATAVEWGPNTWMVEYGRGVIPSTLAFALSDTIFSTQDFLTLFYTLRAYARGLRLELTTYLFGQDP. The pKi is 5.3.